Dataset: Full USPTO retrosynthesis dataset with 1.9M reactions from patents (1976-2016). Task: Predict the reactants needed to synthesize the given product. Given the product [Cl:10][C:11]1[C:12]([F:37])=[C:13]([CH:34]=[CH:35][CH:36]=1)[NH:14][C:15]1[C:24]2[C:19](=[CH:20][C:21]([O:32][CH3:33])=[C:22]([O:25][CH:26]3[CH2:31][CH2:30][N:29]([C:7]([N:1]4[CH2:6][CH2:5][O:4][CH2:3][CH2:2]4)=[O:8])[CH2:28][CH2:27]3)[CH:23]=2)[N:18]=[CH:17][N:16]=1, predict the reactants needed to synthesize it. The reactants are: [N:1]1([C:7](Cl)=[O:8])[CH2:6][CH2:5][O:4][CH2:3][CH2:2]1.[Cl:10][C:11]1[C:12]([F:37])=[C:13]([CH:34]=[CH:35][CH:36]=1)[NH:14][C:15]1[C:24]2[C:19](=[CH:20][C:21]([O:32][CH3:33])=[C:22]([O:25][CH:26]3[CH2:31][CH2:30][NH:29][CH2:28][CH2:27]3)[CH:23]=2)[N:18]=[CH:17][N:16]=1.C(N(C(C)C)CC)(C)C.